Dataset: Full USPTO retrosynthesis dataset with 1.9M reactions from patents (1976-2016). Task: Predict the reactants needed to synthesize the given product. (1) Given the product [CH2:17]([O:16][C:13]1[CH:14]=[CH:15][C:10]([N:7]2[C:8]([CH3:9])=[C:4]3[C:5]([C:22]([CH3:23])=[N:25][N:26]=[C:1]3[CH3:2])=[C:6]2[CH3:21])=[C:11]([O:19][CH3:20])[CH:12]=1)[CH3:18], predict the reactants needed to synthesize it. The reactants are: [C:1]([C:4]1[C:5]([C:22](=O)[CH3:23])=[C:6]([CH3:21])[N:7]([C:10]2[CH:15]=[CH:14][C:13]([O:16][CH2:17][CH3:18])=[CH:12][C:11]=2[O:19][CH3:20])[C:8]=1[CH3:9])(=O)[CH3:2].[NH2:25][NH2:26]. (2) Given the product [CH:1]1([N:6]2[C:15]3[N:14]=[C:13]([N:16]4[CH:20]=[C:19]([C:21]([NH:30][CH3:29])=[O:23])[N:18]=[CH:17]4)[N:12]=[CH:11][C:10]=3[N:9]([CH3:24])[C:8](=[O:25])[C@H:7]2[CH2:26][CH3:27])[CH2:5][CH2:4][CH2:3][CH2:2]1, predict the reactants needed to synthesize it. The reactants are: [CH:1]1([N:6]2[C:15]3[N:14]=[C:13]([N:16]4[CH:20]=[C:19]([C:21]([OH:23])=O)[N:18]=[CH:17]4)[N:12]=[CH:11][C:10]=3[N:9]([CH3:24])[C:8](=[O:25])[C@H:7]2[CH2:26][CH3:27])[CH2:5][CH2:4][CH2:3][CH2:2]1.Cl.[CH3:29][NH2:30]. (3) Given the product [CH:3]1[C:4]2[CH2:5][CH2:6][C:7]3[CH:8]=[CH:9][CH:10]=[C:11]4[CH2:16][C:14]([C:13]=2[C:12]=34)=[CH:15][CH:2]=1, predict the reactants needed to synthesize it. The reactants are: Br[C:2]1[CH:15]=[C:14]2[CH2:16][C:11]3[C:12]4[C:13]2=[C:4]([CH2:5][CH2:6][C:7]=4[CH:8]=[CH:9][CH:10]=3)[CH:3]=1.C1(Cl)C(Cl)=C(Cl)C(=O)C(=O)C=1Cl. (4) Given the product [Cl:1][C:2]([Cl:14])=[C:3]([C:7]1[CH:12]=[CH:11][C:10]([Cl:13])=[CH:9][CH:8]=1)[C:4]([NH:27][CH2:15][CH2:16][C:17]1[CH:26]=[CH:25][C:22]([O:23][CH3:24])=[C:19]([O:20][CH3:21])[CH:18]=1)=[O:5], predict the reactants needed to synthesize it. The reactants are: [Cl:1][C:2]([Cl:14])=[C:3]([C:7]1[CH:12]=[CH:11][C:10]([Cl:13])=[CH:9][CH:8]=1)[C:4](Cl)=[O:5].[CH2:15]([NH2:27])[CH2:16][C:17]1[CH:26]=[CH:25][C:22]([O:23][CH3:24])=[C:19]([O:20][CH3:21])[CH:18]=1.C(N(CC)CC)C. (5) Given the product [C:4]([O:3][C:1](=[O:2])[N:8]([CH:9]1[CH2:14][CH2:13][CH:12]([NH:15][CH2:16][C:17]2[CH:18]=[C:19]([C:30]3[CH:35]=[CH:34][C:33]([S:36](=[O:38])(=[O:37])[NH2:39])=[CH:32][CH:31]=3)[CH:20]=[CH:21][C:22]=2[O:23][CH3:24])[CH2:11][CH2:10]1)[CH3:28])([CH3:7])([CH3:6])[CH3:5], predict the reactants needed to synthesize it. The reactants are: [C:1]([N:8]([CH3:28])[CH:9]1[CH2:14][CH2:13][CH:12]([NH:15][CH2:16][C:17]2[CH:18]=[C:19](B(O)O)[CH:20]=[CH:21][C:22]=2[O:23][CH3:24])[CH2:11][CH2:10]1)([O:3][C:4]([CH3:7])([CH3:6])[CH3:5])=[O:2].Br[C:30]1[CH:35]=[CH:34][C:33]([S:36]([NH2:39])(=[O:38])=[O:37])=[CH:32][CH:31]=1. (6) The reactants are: C(OC(=O)[NH:7][CH:8]1[CH2:13][CH2:12][N:11]([CH:14]2[CH2:17][O:16][CH2:15]2)[CH2:10][CH2:9]1)(C)(C)C.C(O)(C(F)(F)F)=O. Given the product [O:16]1[CH2:17][CH:14]([N:11]2[CH2:12][CH2:13][CH:8]([NH2:7])[CH2:9][CH2:10]2)[CH2:15]1, predict the reactants needed to synthesize it. (7) The reactants are: [Cl:1][C:2]1[CH:3]=[C:4]([CH:16]=[CH:17][CH:18]=1)[O:5][CH2:6][C:7]([NH:9][CH:10]1[CH2:15][CH2:14][NH:13][CH2:12][CH2:11]1)=[O:8].[F:19][C:20]([F:35])([F:34])[C:21]1[N:26]=[CH:25][C:24]([N:27]2[CH:31]=[CH:30][C:29]([CH:32]=O)=[CH:28]2)=[CH:23][CH:22]=1. Given the product [Cl:1][C:2]1[CH:3]=[C:4]([CH:16]=[CH:17][CH:18]=1)[O:5][CH2:6][C:7]([NH:9][CH:10]1[CH2:15][CH2:14][N:13]([CH2:32][C:29]2[CH:30]=[CH:31][N:27]([C:24]3[CH:25]=[N:26][C:21]([C:20]([F:35])([F:19])[F:34])=[CH:22][CH:23]=3)[CH:28]=2)[CH2:12][CH2:11]1)=[O:8], predict the reactants needed to synthesize it.